From a dataset of Forward reaction prediction with 1.9M reactions from USPTO patents (1976-2016). Predict the product of the given reaction. (1) The product is: [NH:27]([CH2:2][CH2:3][C@@H:4]1[CH2:9][N:8]([C:10]([O:12][CH2:13][C:14]2[CH:15]=[CH:16][CH:17]=[CH:18][CH:19]=2)=[O:11])[CH2:7][CH2:6][N:5]1[C:20]([O:22][C:23]([CH3:26])([CH3:24])[CH3:25])=[O:21])[C:28]1[CH:33]=[CH:32][CH:31]=[CH:30][CH:29]=1. Given the reactants O=[CH:2][CH2:3][C@@H:4]1[CH2:9][N:8]([C:10]([O:12][CH2:13][C:14]2[CH:19]=[CH:18][CH:17]=[CH:16][CH:15]=2)=[O:11])[CH2:7][CH2:6][N:5]1[C:20]([O:22][C:23]([CH3:26])([CH3:25])[CH3:24])=[O:21].[NH2:27][C:28]1[CH:33]=[CH:32][CH:31]=[CH:30][CH:29]=1.C(O[BH-](OC(=O)C)OC(=O)C)(=O)C.[Na+].C(=O)([O-])O.[Na+], predict the reaction product. (2) Given the reactants [C:1]([C:5]1[CH:10]=[C:9]([F:11])[C:8]([CH3:12])=[CH:7][C:6]=1[OH:13])([CH3:4])([CH3:3])[CH3:2].[Cl:14][C:15]1[CH:20]=[C:19]([S:21]([C:24]([F:27])([F:26])[F:25])(=[O:23])=[O:22])[CH:18]=[CH:17][C:16]=1[N:28]=[C:29]=[O:30], predict the reaction product. The product is: [C:1]([C:5]1[C:6]([OH:13])=[C:7]([C:8]([CH3:12])=[C:9]([F:11])[CH:10]=1)[C:29]([NH:28][C:16]1[CH:17]=[CH:18][C:19]([S:21]([C:24]([F:25])([F:26])[F:27])(=[O:22])=[O:23])=[CH:20][C:15]=1[Cl:14])=[O:30])([CH3:4])([CH3:3])[CH3:2]. (3) Given the reactants I[C:2]1[CH:7]=[C:6]([O:8][C:9]([F:12])([F:11])[F:10])[CH:5]=[CH:4][C:3]=1[OH:13].C([Sn](CCCC)(CCCC)[C:19]1[CH:24]=[CH:23][N:22]=[N:21][CH:20]=1)CCC.[F-].[Cs+], predict the reaction product. The product is: [N:21]1[CH:20]=[CH:19][C:24]([C:2]2[CH:7]=[C:6]([O:8][C:9]([F:12])([F:11])[F:10])[CH:5]=[CH:4][C:3]=2[OH:13])=[CH:23][N:22]=1. (4) Given the reactants [CH:1]([CH:3]([CH:9]=O)[C:4]([O:6][CH2:7][CH3:8])=[O:5])=O.[CH3:11][O:12][CH2:13][C:14]1[CH:15]=[C:16]([NH2:19])[NH:17][N:18]=1, predict the reaction product. The product is: [CH3:11][O:12][CH2:13][C:14]1[CH:15]=[C:16]2[N:19]=[CH:9][C:3]([C:4]([O:6][CH2:7][CH3:8])=[O:5])=[CH:1][N:17]2[N:18]=1. (5) The product is: [CH2:9]([O:8][P:1]([C:24]([C:22]1[S:23][C:19]([CH2:18][C:17]2[CH:16]=[CH:15][C:14]([O:13][CH2:11][CH3:12])=[CH:28][CH:27]=2)=[CH:20][CH:21]=1)=[O:25])(=[O:2])[O:5][CH2:6][CH3:7])[CH3:10]. Given the reactants [P:1]([O:8][CH2:9][CH3:10])([O:5][CH2:6][CH3:7])[O:2]CC.[CH2:11]([O:13][C:14]1[CH:28]=[CH:27][C:17]([CH2:18][C:19]2[S:23][C:22]([C:24](Cl)=[O:25])=[CH:21][CH:20]=2)=[CH:16][CH:15]=1)[CH3:12], predict the reaction product. (6) Given the reactants I[C:2]1[C:10]2[C:5](=[N:6][CH:7]=[CH:8][CH:9]=2)[N:4]([CH2:11][O:12][CH2:13][CH2:14][Si:15]([CH3:18])([CH3:17])[CH3:16])[N:3]=1.CC1(C)C(C)(C)OB([C:27]2[CH2:32][CH2:31][N:30]([C:33]([O:35][C:36]([CH3:39])([CH3:38])[CH3:37])=[O:34])[CH2:29][CH:28]=2)O1.C([O-])([O-])=O.[Cs+].[Cs+].O, predict the reaction product. The product is: [CH3:16][Si:15]([CH3:18])([CH3:17])[CH2:14][CH2:13][O:12][CH2:11][N:4]1[C:5]2=[N:6][CH:7]=[CH:8][CH:9]=[C:10]2[C:2]([C:27]2[CH2:32][CH2:31][N:30]([C:33]([O:35][C:36]([CH3:39])([CH3:38])[CH3:37])=[O:34])[CH2:29][CH:28]=2)=[N:3]1. (7) Given the reactants C[O:2][C:3](=[O:34])[C:4]1[CH:9]=[C:8]([OH:10])[CH:7]=[C:6]([N:11]2[C:15]([CH3:16])=[CH:14][CH:13]=[C:12]2[C:17]2[CH:22]=[C:21]([Cl:23])[CH:20]=[CH:19][C:18]=2[O:24][CH2:25][C:26]2[CH:31]=[CH:30][C:29]([Br:32])=[CH:28][C:27]=2[F:33])[CH:5]=1, predict the reaction product. The product is: [Cl:23][C:21]1[CH:20]=[CH:19][C:18]([O:24][CH2:25][C:26]2[CH:31]=[CH:30][C:29]([Br:32])=[CH:28][C:27]=2[F:33])=[C:17]([C:12]2[N:11]([C:6]3[CH:5]=[C:4]([CH:9]=[C:8]([OH:10])[CH:7]=3)[C:3]([OH:34])=[O:2])[C:15]([CH3:16])=[CH:14][CH:13]=2)[CH:22]=1. (8) Given the reactants F[C:2]1[CH:7]=[CH:6][CH:5]=[CH:4][C:3]=1[C@H:8]([NH:12][P:13]([C:21]1[CH:26]=[CH:25][CH:24]=[CH:23][CH:22]=1)([C:15]1[CH:20]=[CH:19][CH:18]=[CH:17][CH:16]=1)=[O:14])[CH2:9][CH:10]=[CH2:11].[NH2:27][C:28]1[CH:33]=[CH:32][CH:31]=CC=1O.CO.[O-2].[Al+3].[O-2].[O-2].[Al+3], predict the reaction product. The product is: [CH2:7]([N:27]([CH2:28][CH2:33][CH2:32][CH3:31])[C:6]1[CH:5]=[CH:4][C:3]([C@H:8]([NH:12][P:13]([C:21]2[CH:26]=[CH:25][CH:24]=[CH:23][CH:22]=2)([C:15]2[CH:20]=[CH:19][CH:18]=[CH:17][CH:16]=2)=[O:14])[CH2:9][CH:10]=[CH2:11])=[CH:2][CH:7]=1)[CH2:2][CH2:3][CH3:4]. (9) Given the reactants O.ON1C2C=CC=CC=2N=N1.[CH:12]1([CH2:15][NH2:16])[CH2:14][CH2:13]1.Cl.CN(C)CCCN=C=NCC.[CH3:29][O:30][C:31](=[C:35]1[CH2:40][CH2:39][N:38]([S:41]([C:44]2[CH:49]=[CH:48][C:47]([O:50][C:51]([F:54])([F:53])[F:52])=[CH:46][CH:45]=2)(=[O:43])=[O:42])[CH2:37][CH2:36]1)[C:32](O)=[O:33], predict the reaction product. The product is: [CH:12]1([CH2:15][NH:16][C:32](=[O:33])[C:31]([O:30][CH3:29])=[C:35]2[CH2:40][CH2:39][N:38]([S:41]([C:44]3[CH:45]=[CH:46][C:47]([O:50][C:51]([F:54])([F:52])[F:53])=[CH:48][CH:49]=3)(=[O:43])=[O:42])[CH2:37][CH2:36]2)[CH2:14][CH2:13]1. (10) Given the reactants C[Si]([N-][Si](C)(C)C)(C)C.[Li+].C1COCC1.[C:16]([C:19]1[N:20]=[CH:21][N:22]2[CH:26]=[CH:25][S:24][C:23]=12)(=[O:18])[CH3:17].C([Li])CCC.CCCCCC.[CH2:38]([Sn:42](Cl)([CH2:47][CH2:48][CH2:49][CH3:50])[CH2:43][CH2:44][CH2:45][CH3:46])[CH2:39][CH2:40][CH3:41].[Cl-].[NH4+], predict the reaction product. The product is: [C:16]([C:19]1[N:20]=[CH:21][N:22]2[CH:26]=[C:25]([Sn:42]([CH2:43][CH2:44][CH2:45][CH3:46])([CH2:47][CH2:48][CH2:49][CH3:50])[CH2:38][CH2:39][CH2:40][CH3:41])[S:24][C:23]=12)(=[O:18])[CH3:17].